Task: Predict the reactants needed to synthesize the given product.. Dataset: Full USPTO retrosynthesis dataset with 1.9M reactions from patents (1976-2016) (1) Given the product [Cl:8][C:9]1[CH:34]=[CH:33][CH:32]=[CH:31][C:10]=1[C:11]([NH:13][C:14](=[O:30])[NH:15][C:16]1[S:17][C:18]2[CH:24]=[C:23]([S:25]([CH2:28][CH2:29][O:5][CH2:4][CH2:3][O:2][CH3:1])(=[O:27])=[O:26])[CH:22]=[CH:21][C:19]=2[N:20]=1)=[O:12], predict the reactants needed to synthesize it. The reactants are: [CH3:1][O:2][CH2:3][CH2:4][OH:5].[H-].[Na+].[Cl:8][C:9]1[CH:34]=[CH:33][CH:32]=[CH:31][C:10]=1[C:11]([NH:13][C:14](=[O:30])[NH:15][C:16]1[S:17][C:18]2[CH:24]=[C:23]([S:25]([CH:28]=[CH2:29])(=[O:27])=[O:26])[CH:22]=[CH:21][C:19]=2[N:20]=1)=[O:12]. (2) Given the product [NH2:8][C:9]1[CH:10]=[C:11]2[C:17]([C:18]3[CH:19]=[C:20]([NH:24][C@H:25]([C:29]([NH:31][CH2:32][C:33]([F:36])([F:35])[F:34])=[O:30])[CH:26]([CH3:28])[CH3:27])[CH:21]=[N:22][CH:23]=3)=[CH:16][N:15]([CH2:37][O:38][CH2:39][CH2:40][Si:41]([CH3:44])([CH3:43])[CH3:42])[C:12]2=[N:13][CH:14]=1, predict the reactants needed to synthesize it. The reactants are: C([NH:8][C:9]1[CH:10]=[C:11]2[C:17]([C:18]3[CH:19]=[C:20]([NH:24][C@H:25]([C:29]([NH:31][CH2:32][C:33]([F:36])([F:35])[F:34])=[O:30])[CH:26]([CH3:28])[CH3:27])[CH:21]=[N:22][CH:23]=3)=[CH:16][N:15]([CH2:37][O:38][CH2:39][CH2:40][Si:41]([CH3:44])([CH3:43])[CH3:42])[C:12]2=[N:13][CH:14]=1)C1C=CC=CC=1.